This data is from Reaction yield outcomes from USPTO patents with 853,638 reactions. The task is: Predict the reaction yield, written as a fraction of the theoretical maximum amount of product (1.0 means a 100% yield; for example, 0.34 means a 34% yield). (1) The reactants are C[O:2][C:3]([C:5]1[S:6][C:7]([C:37]2[CH:42]=[CH:41][CH:40]=[CH:39][CH:38]=2)=[CH:8][C:9]=1[N:10]([C:27](=[O:36])[C:28]1[CH:33]=[CH:32][C:31]([Cl:34])=[CH:30][C:29]=1[Cl:35])[CH2:11][C:12]1[O:13][C:14]([C:17]2[CH:22]=[CH:21][CH:20]=[C:19]([C:23]([F:26])([F:25])[F:24])[CH:18]=2)=[CH:15][CH:16]=1)=[O:4].[OH-].[Li+].Cl. The catalyst is C1COCC1.O. The product is [Cl:35][C:29]1[CH:30]=[C:31]([Cl:34])[CH:32]=[CH:33][C:28]=1[C:27]([N:10]([CH2:11][C:12]1[O:13][C:14]([C:17]2[CH:22]=[CH:21][CH:20]=[C:19]([C:23]([F:24])([F:25])[F:26])[CH:18]=2)=[CH:15][CH:16]=1)[C:9]1[CH:8]=[C:7]([C:37]2[CH:38]=[CH:39][CH:40]=[CH:41][CH:42]=2)[S:6][C:5]=1[C:3]([OH:4])=[O:2])=[O:36]. The yield is 0.760. (2) The reactants are [CH3:1][S:2]([C:5]1[CH:10]=[CH:9][C:8]([C:11]2[CH:16]=[CH:15][C:14]([O:17][CH:18]([CH:20]3[CH2:25][CH2:24][NH:23][CH2:22][CH2:21]3)[CH3:19])=[CH:13][N:12]=2)=[CH:7][CH:6]=1)(=[O:4])=[O:3].C(N(C(C)C)CC)(C)C.Cl[C:36]([O:38][CH:39]([CH3:41])[CH3:40])=[O:37]. The catalyst is C(Cl)Cl.C1COCC1. The product is [CH3:1][S:2]([C:5]1[CH:10]=[CH:9][C:8]([C:11]2[N:12]=[CH:13][C:14]([O:17][CH:18]([CH:20]3[CH2:25][CH2:24][N:23]([C:36]([O:38][CH:39]([CH3:41])[CH3:40])=[O:37])[CH2:22][CH2:21]3)[CH3:19])=[CH:15][CH:16]=2)=[CH:7][CH:6]=1)(=[O:3])=[O:4]. The yield is 0.930. (3) The reactants are O.[OH-].[Li+].[CH:4]1([C@H:10]([NH:15][C:16]([C:18]2[CH:23]=[CH:22][C:21]([F:24])=[CH:20][C:19]=2[NH:25][C:26]([NH:28][C:29]2[C:34]([CH3:35])=[CH:33][C:32]([CH2:36][CH2:37][CH3:38])=[CH:31][C:30]=2[CH3:39])=[O:27])=[O:17])[C:11]([O:13]C)=[O:12])[CH2:9][CH2:8][CH2:7][CH2:6][CH2:5]1.CO.Cl. The catalyst is C1COCC1.O. The product is [CH:4]1([C@H:10]([NH:15][C:16]([C:18]2[CH:23]=[CH:22][C:21]([F:24])=[CH:20][C:19]=2[NH:25][C:26]([NH:28][C:29]2[C:34]([CH3:35])=[CH:33][C:32]([CH2:36][CH2:37][CH3:38])=[CH:31][C:30]=2[CH3:39])=[O:27])=[O:17])[C:11]([OH:13])=[O:12])[CH2:5][CH2:6][CH2:7][CH2:8][CH2:9]1. The yield is 0.970. (4) The reactants are Cl[C:2]1[N:9]=[CH:8][C:7]([N+:10]([O-:12])=[O:11])=[CH:6][C:3]=1[C:4]#[N:5].C(O)(=O)C(O)=O.[CH2:19]([NH:21][NH2:22])[CH3:20].C([O-])([O-])=O.[K+].[K+]. The catalyst is CN(C=O)C. The product is [CH2:19]([N:21]1[C:2]2=[N:9][CH:8]=[C:7]([N+:10]([O-:12])=[O:11])[CH:6]=[C:3]2[C:4]([NH2:5])=[N:22]1)[CH3:20]. The yield is 0.880.